This data is from Catalyst prediction with 721,799 reactions and 888 catalyst types from USPTO. The task is: Predict which catalyst facilitates the given reaction. (1) Reactant: [C:1]([O:5][C:6]([N:8]1[CH2:11][C:10]([C@H:13]([C:15]2[CH:16]=[C:17]3[C:26](=[CH:27][C:28]=2Br)[O:25][CH2:24][C:23]2[N:18]3[C@H:19]([CH3:31])[C:20](=[O:30])[NH:21][N:22]=2)[CH3:14])([CH3:12])[CH2:9]1)=[O:7])([CH3:4])([CH3:3])[CH3:2].[C:32](B1OC(C)(C)C(C)(C)O1)([CH3:34])=[CH2:33].C([O-])([O-])=O.[Na+].[Na+]. Product: [C:1]([O:5][C:6]([N:8]1[CH2:11][C:10]([C@@H:13]([C:15]2[CH:16]=[C:17]3[C:26](=[CH:27][C:28]=2[C:32]([CH3:34])=[CH2:33])[O:25][CH2:24][C:23]2[N:18]3[C@H:19]([CH3:31])[C:20](=[O:30])[NH:21][N:22]=2)[CH3:14])([CH3:12])[CH2:9]1)=[O:7])([CH3:4])([CH3:3])[CH3:2]. The catalyst class is: 669. (2) Reactant: C([O:5][C:6](=[O:50])[CH2:7][CH2:8][NH:9][C:10](=[O:49])[CH2:11][C:12]1[CH:17]=[CH:16][CH:15]=[C:14]([O:18][CH2:19][CH2:20][CH2:21][N:22]([CH2:37][C:38]2[CH:43]=[CH:42][CH:41]=[C:40]([C:44]([F:47])([F:46])[F:45])[C:39]=2[Cl:48])[CH2:23][CH:24]([C:31]2[CH:36]=[CH:35][CH:34]=[CH:33][CH:32]=2)[C:25]2[CH:30]=[CH:29][CH:28]=[CH:27][CH:26]=2)[CH:13]=1)(C)(C)C.Cl. Product: [ClH:48].[Cl:48][C:39]1[C:40]([C:44]([F:45])([F:46])[F:47])=[CH:41][CH:42]=[CH:43][C:38]=1[CH2:37][N:22]([CH2:23][CH:24]([C:25]1[CH:30]=[CH:29][CH:28]=[CH:27][CH:26]=1)[C:31]1[CH:32]=[CH:33][CH:34]=[CH:35][CH:36]=1)[CH2:21][CH2:20][CH2:19][O:18][C:14]1[CH:13]=[C:12]([CH2:11][C:10]([NH:9][CH2:8][CH2:7][C:6]([OH:50])=[O:5])=[O:49])[CH:17]=[CH:16][CH:15]=1. The catalyst class is: 28. (3) Reactant: [C:1]([CH2:3][C:4]([NH2:6])=[O:5])#[N:2].[H-].[Na+].CN([CH:12]=[C:13]([C:19](=O)[CH2:20][CH3:21])[C:14]([O:16][CH2:17][CH3:18])=[O:15])C.Cl. Product: [C:1]([C:3]1[C:4](=[O:5])[NH:6][C:19]([CH2:20][CH3:21])=[C:13]([C:14]([O:16][CH2:17][CH3:18])=[O:15])[CH:12]=1)#[N:2]. The catalyst class is: 20. (4) Reactant: C(OC(=O)[N:7]([C:19]1[CH:24]=[CH:23][C:22]([CH:25](O)[C:26]2[C:34]3[C:29](=[N:30][CH:31]=[C:32]([O:35][CH2:36][CH2:37][N:38]4[CH2:43][CH2:42][O:41][CH2:40][CH2:39]4)[CH:33]=3)[NH:28][CH:27]=2)=[CH:21][N:20]=1)[CH2:8][C:9]1[CH:14]=[CH:13][C:12]([C:15]([F:18])([F:17])[F:16])=[CH:11][CH:10]=1)(C)(C)C.C([SiH](CC)CC)C.FC(F)(F)C(O)=O. Product: [N:38]1([CH2:37][CH2:36][O:35][C:32]2[CH:33]=[C:34]3[C:26]([CH2:25][C:22]4[CH:23]=[CH:24][C:19]([NH:7][CH2:8][C:9]5[CH:10]=[CH:11][C:12]([C:15]([F:16])([F:17])[F:18])=[CH:13][CH:14]=5)=[N:20][CH:21]=4)=[CH:27][NH:28][C:29]3=[N:30][CH:31]=2)[CH2:43][CH2:42][O:41][CH2:40][CH2:39]1. The catalyst class is: 10. (5) Reactant: I[C:2]1[CH:7]=[CH:6][N:5]=[C:4]([N:8]2[C:15]3[C@@H:14]4[CH2:16][C@@H:13]4[CH2:12][C:11]=3[C:10]([C:17]([OH:19])=[O:18])=[N:9]2)[CH:3]=1.[F-:20].[Cs+]. Product: [F:20][C:2]1[CH:7]=[CH:6][N:5]=[C:4]([N:8]2[C:15]3[C@@H:14]4[CH2:16][C@@H:13]4[CH2:12][C:11]=3[C:10]([C:17]([OH:19])=[O:18])=[N:9]2)[CH:3]=1. The catalyst class is: 16. (6) Product: [CH3:19][O:20][CH2:21][C:13]1[O:12][C:11]([S:10][CH2:9][CH2:8][C:7]([F:6])=[C:16]([F:17])[F:18])=[N:15][CH:14]=1. The catalyst class is: 28. Reactant: C([Li])CCC.[F:6][C:7](=[C:16]([F:18])[F:17])[CH2:8][CH2:9][S:10][C:11]1[O:12][CH:13]=[CH:14][N:15]=1.[CH3:19][O:20][CH2:21]Br.[Cl-].[NH4+].